This data is from Full USPTO retrosynthesis dataset with 1.9M reactions from patents (1976-2016). The task is: Predict the reactants needed to synthesize the given product. (1) Given the product [Br:1][C:2]1[CH:7]=[CH:6][CH:5]=[CH:4][C:3]=1/[CH:8]=[CH:9]/[C:10]([O:12][CH3:13])=[O:11], predict the reactants needed to synthesize it. The reactants are: [Br:1][C:2]1[CH:7]=[CH:6][CH:5]=[CH:4][C:3]=1/[CH:8]=[CH:9]/[C:10]([OH:12])=[O:11].[C:13]([O-])([O-])=O.[K+].[K+].IC.O. (2) Given the product [C:1]12([C:11]3[CH:12]=[C:13]([C:29]4[CH:34]=[N:33][C:32](/[CH:35]=[CH:36]/[C:37]([O:39][CH2:40][CH3:41])=[O:38])=[CH:31][N:30]=4)[CH:14]=[CH:15][C:16]=3[O:17][CH2:18][C:19]3[CH:24]=[CH:23][CH:22]=[CH:21][CH:20]=3)[CH2:10][CH:5]3[CH2:6][CH:7]([CH2:9][CH:3]([CH2:4]3)[CH2:2]1)[CH2:8]2, predict the reactants needed to synthesize it. The reactants are: [C:1]12([C:11]3[CH:12]=[C:13](B(O)O)[CH:14]=[CH:15][C:16]=3[O:17][CH2:18][C:19]3[CH:24]=[CH:23][CH:22]=[CH:21][CH:20]=3)[CH2:10][CH:5]3[CH2:6][CH:7]([CH2:9][CH:3]([CH2:4]3)[CH2:2]1)[CH2:8]2.Br[C:29]1[N:30]=[CH:31][C:32](/[CH:35]=[CH:36]/[C:37]([O:39][CH2:40][CH3:41])=[O:38])=[N:33][CH:34]=1. (3) Given the product [C:28]([C@H:32]1[CH2:37][CH2:36][C@H:35]([N:38]([CH:39]2[CH2:43][CH2:42][CH2:41][CH2:40]2)[C:7](=[O:19])[NH:8][C:9]2[S:10][C:11]([S:14][CH2:15][C:16]([OH:18])=[O:17])=[CH:12][N:13]=2)[CH2:34][CH2:33]1)([CH3:31])([CH3:29])[CH3:30], predict the reactants needed to synthesize it. The reactants are: C1(N([C@H]2CC[C@H](CC)CC2)[C:7](=[O:19])[NH:8][C:9]2[S:10][C:11]([S:14][CH2:15][C:16]([OH:18])=[O:17])=[CH:12][N:13]=2)CCCC1.[C:28]([CH:32]1[CH2:37][CH2:36][CH:35]([NH:38][CH:39]2[CH2:43][CH2:42][CH2:41][CH2:40]2)[CH2:34][CH2:33]1)([CH3:31])([CH3:30])[CH3:29].C(OC(=O)CSC1SC(N)=NC=1)C.